Dataset: NCI-60 drug combinations with 297,098 pairs across 59 cell lines. Task: Regression. Given two drug SMILES strings and cell line genomic features, predict the synergy score measuring deviation from expected non-interaction effect. (1) Cell line: IGROV1. Drug 2: CN(C(=O)NC(C=O)C(C(C(CO)O)O)O)N=O. Drug 1: C1CC(=O)NC(=O)C1N2C(=O)C3=CC=CC=C3C2=O. Synergy scores: CSS=-19.7, Synergy_ZIP=2.96, Synergy_Bliss=-14.4, Synergy_Loewe=-28.2, Synergy_HSA=-31.5. (2) Drug 1: B(C(CC(C)C)NC(=O)C(CC1=CC=CC=C1)NC(=O)C2=NC=CN=C2)(O)O. Drug 2: CC1C(C(CC(O1)OC2CC(CC3=C2C(=C4C(=C3O)C(=O)C5=CC=CC=C5C4=O)O)(C(=O)C)O)N)O. Cell line: SK-MEL-28. Synergy scores: CSS=67.2, Synergy_ZIP=2.79, Synergy_Bliss=1.83, Synergy_Loewe=3.96, Synergy_HSA=5.19. (3) Drug 1: C(CC(=O)O)C(=O)CN.Cl. Drug 2: C1CC(=O)NC(=O)C1N2C(=O)C3=CC=CC=C3C2=O. Cell line: SF-295. Synergy scores: CSS=25.1, Synergy_ZIP=-6.04, Synergy_Bliss=1.25, Synergy_Loewe=-2.80, Synergy_HSA=-1.47.